Dataset: Reaction yield outcomes from USPTO patents with 853,638 reactions. Task: Predict the reaction yield, written as a fraction of the theoretical maximum amount of product (1.0 means a 100% yield; for example, 0.34 means a 34% yield). (1) The reactants are [CH3:1][C:2]1[CH:7]=[CH:6][C:5]([O:8][CH2:9][C:10]([F:13])([F:12])[F:11])=[CH:4][N+:3]=1[O-].C(=O)([O-])[O-:16].[K+].[K+].O. The catalyst is C(OC(=O)C)(=O)C. The product is [F:11][C:10]([F:13])([F:12])[CH2:9][O:8][C:5]1[CH:6]=[CH:7][C:2]([CH2:1][OH:16])=[N:3][CH:4]=1. The yield is 0.640. (2) The reactants are C([O-])(=[O:3])C.[NH4+].[CH2:6]([O:8][C:9]([C:11]1[C:12]([Cl:21])=[C:13]2[S:20][CH:19]=[CH:18][C:14]2=[N:15][C:16]=1Cl)=[O:10])[CH3:7]. The catalyst is C(O)(=O)C. The product is [CH2:6]([O:8][C:9]([C:11]1[C:16](=[O:3])[NH:15][C:14]2[CH:18]=[CH:19][S:20][C:13]=2[C:12]=1[Cl:21])=[O:10])[CH3:7]. The yield is 0.600. (3) The reactants are [CH3:1][C:2]1[N:7]=[C:6]([NH2:8])[CH:5]=[CH:4][C:3]=1[C:9]#[C:10][Si](C)(C)C.CO.C(=O)([O-])[O-].[K+].[K+]. The catalyst is O. The product is [C:9]([C:3]1[CH:4]=[CH:5][C:6]([NH2:8])=[N:7][C:2]=1[CH3:1])#[CH:10]. The yield is 0.880. (4) The reactants are C(Cl)(=O)C(Cl)=O.CS(C)=O.[Si:11]([O:18][C@H:19]1[C@H:23]([OH:24])[CH2:22][N:21]([C:25](=[O:54])[CH2:26][CH2:27][O:28][C:29]2[CH:53]=[CH:52][C:32]([CH2:33][NH:34][C:35]([C:37]3[CH:51]=[CH:50][C:40]([CH2:41][NH:42][C:43](=[O:49])[O:44][C:45]([CH3:48])([CH3:47])[CH3:46])=[CH:39][CH:38]=3)=[O:36])=[CH:31][CH:30]=2)[CH2:20]1)([C:14]([CH3:17])([CH3:16])[CH3:15])([CH3:13])[CH3:12].CCN(CC)CC. The catalyst is C1COCC1.O. The product is [Si:11]([O:18][C@H:19]1[C:23](=[O:24])[CH2:22][N:21]([C:25](=[O:54])[CH2:26][CH2:27][O:28][C:29]2[CH:53]=[CH:52][C:32]([CH2:33][NH:34][C:35]([C:37]3[CH:38]=[CH:39][C:40]([CH2:41][NH:42][C:43](=[O:49])[O:44][C:45]([CH3:46])([CH3:47])[CH3:48])=[CH:50][CH:51]=3)=[O:36])=[CH:31][CH:30]=2)[CH2:20]1)([C:14]([CH3:15])([CH3:16])[CH3:17])([CH3:13])[CH3:12]. The yield is 0.573. (5) The reactants are [OH:1][CH:2]([C:4]1[C:12]2[O:11][CH2:10][CH:9]([C:13]3[CH:18]=[CH:17][C:16]([CH:19]([CH3:21])[CH3:20])=[CH:15][CH:14]=3)[C:8]=2[C:7]([CH3:22])=[C:6]([NH:23][C:24](=[O:30])[CH2:25][C:26]([CH3:29])([CH3:28])[CH3:27])[C:5]=1[CH3:31])[CH3:3]. The catalyst is [O-2].[O-2].[Mn+4]. The product is [C:2]([C:4]1[C:12]2[O:11][CH2:10][CH:9]([C:13]3[CH:18]=[CH:17][C:16]([CH:19]([CH3:20])[CH3:21])=[CH:15][CH:14]=3)[C:8]=2[C:7]([CH3:22])=[C:6]([NH:23][C:24](=[O:30])[CH2:25][C:26]([CH3:29])([CH3:28])[CH3:27])[C:5]=1[CH3:31])(=[O:1])[CH3:3]. The yield is 0.760. (6) The reactants are [CH:1]1([O:4][C:5]2[CH:6]=[C:7]([C@:12]([C:21]3[CH:26]=[C:25]([O:27][C:28]([F:33])([F:32])[CH:29]([F:31])[F:30])[CH:24]=[C:23]([F:34])[CH:22]=3)([NH2:20])[CH2:13][C:14]3[CH:19]=[CH:18][CH:17]=[CH:16][CH:15]=3)[CH:8]=[CH:9][C:10]=2[F:11])[CH2:3][CH2:2]1.[CH3:35][C:36]1[O:37][C:38]([C:44]([F:47])([F:46])[F:45])=[C:39]([C:41](O)=[O:42])[N:40]=1.C1CN([P+](Br)(N2CCCC2)N2CCCC2)CC1.F[P-](F)(F)(F)(F)F.CCN(C(C)C)C(C)C. The catalyst is C(Cl)Cl. The product is [CH:1]1([O:4][C:5]2[CH:6]=[C:7]([C@@:12]([NH:20][C:41]([C:39]3[N:40]=[C:36]([CH3:35])[O:37][C:38]=3[C:44]([F:47])([F:45])[F:46])=[O:42])([C:21]3[CH:26]=[C:25]([O:27][C:28]([F:33])([F:32])[CH:29]([F:31])[F:30])[CH:24]=[C:23]([F:34])[CH:22]=3)[CH2:13][C:14]3[CH:19]=[CH:18][CH:17]=[CH:16][CH:15]=3)[CH:8]=[CH:9][C:10]=2[F:11])[CH2:2][CH2:3]1. The yield is 0.700. (7) The reactants are CC1[N:3]([C:8]2[CH:13]=[CH:12][CH:11]=[C:10]([CH2:14][CH2:15][CH3:16])[N:9]=2)C(C)=CC=1.NO.Cl. The catalyst is CCO. The product is [CH2:14]([C:10]1[N:9]=[C:8]([NH2:3])[CH:13]=[CH:12][CH:11]=1)[CH2:15][CH3:16]. The yield is 1.00. (8) The reactants are Br[C:2]1[S:6][C:5]([NH:7][C:8]([NH:10][C:11]2[CH:16]=[CH:15][C:14]([CH3:17])=[CH:13][C:12]=2[C:18]([CH:20]2[CH2:24][CH2:23][CH2:22][CH2:21]2)=[O:19])=[O:9])=[N:4][CH:3]=1.[SH:25][C:26]1[N:30]([CH2:31][C:32]([OH:34])=[O:33])[N:29]=[N:28][N:27]=1. No catalyst specified. The product is [CH:20]1([C:18]([C:12]2[CH:13]=[C:14]([CH3:17])[CH:15]=[CH:16][C:11]=2[NH:10][C:8](=[O:9])[NH:7][C:5]2[S:6][C:2]([S:25][C:26]3[N:30]([CH2:31][C:32]([OH:34])=[O:33])[N:29]=[N:28][N:27]=3)=[CH:3][N:4]=2)=[O:19])[CH2:24][CH2:23][CH2:22][CH2:21]1. The yield is 0.280.